Dataset: Forward reaction prediction with 1.9M reactions from USPTO patents (1976-2016). Task: Predict the product of the given reaction. (1) Given the reactants O[C:2]1[N:7]=[C:6]([C:8]([O:10][CH2:11][CH3:12])=[O:9])[C:5]([CH3:13])=[N:4][C:3]=1[CH2:14][CH2:15][CH2:16][OH:17].C1(P(C2C=CC=CC=2)C2C=CC=CC=2)C=CC=CC=1.N(C(OCC)=O)=NC(OCC)=O, predict the reaction product. The product is: [CH3:13][C:5]1[N:4]=[C:3]2[CH2:14][CH2:15][CH2:16][O:17][C:2]2=[N:7][C:6]=1[C:8]([O:10][CH2:11][CH3:12])=[O:9]. (2) Given the reactants Cl[C:2]1[C:7]([N+:8]([O-:10])=[O:9])=[CH:6][C:5]([N+:11]([O-:13])=[O:12])=[CH:4][N:3]=1.[NH:14]1[CH2:19][CH2:18][CH2:17][CH2:16][CH:15]1[CH2:20][CH2:21][OH:22], predict the reaction product. The product is: [N+:8]([C:7]1[C:2]([N:14]2[CH2:19][CH2:18][CH2:17][CH2:16][CH:15]2[CH2:20][CH2:21][OH:22])=[N:3][CH:4]=[C:5]([N+:11]([O-:13])=[O:12])[CH:6]=1)([O-:10])=[O:9]. (3) Given the reactants ClCCl.[Br:4][CH2:5][C:6]1[C:15]([Cl:16])=[CH:14][CH:13]=[CH:12][C:7]=1[C:8](OC)=[O:9].[H-].C([Al+]CC(C)C)C(C)C.CCCCCC.[C@H](O)(C([O-])=O)[C@@H](O)C([O-])=O.[Na+].[K+], predict the reaction product. The product is: [Br:4][CH2:5][C:6]1[C:15]([Cl:16])=[CH:14][CH:13]=[CH:12][C:7]=1[CH2:8][OH:9]. (4) Given the reactants Cl.[O:2]1[C:8]2[CH:9]=[CH:10][C:11]([C:13]3[CH:23]=[CH:22][C:16]([C:17]([O:19][CH2:20][CH3:21])=[O:18])=[CH:15][CH:14]=3)=[CH:12][C:7]=2[CH2:6][NH:5][CH2:4][CH2:3]1.[CH3:24][C:25]1[C:33]([F:34])=[C:32]([S:35]([CH3:38])(=[O:37])=[O:36])[CH:31]=[CH:30][C:26]=1[C:27]([OH:29])=O.[CH3:39]N(C(ON1N=NC2C=CC=NC1=2)=[N+](C)C)C.F[P-](F)(F)(F)(F)F.CCN(C(C)C)C(C)C, predict the reaction product. The product is: [CH2:24]([C:25]1[C:33]([F:34])=[C:32]([S:35]([CH3:38])(=[O:37])=[O:36])[CH:31]=[CH:30][C:26]=1[C:27]([N:5]1[CH2:6][C:7]2[CH:12]=[C:11]([C:13]3[CH:23]=[CH:22][C:16]([C:17]([O:19][CH2:20][CH3:21])=[O:18])=[CH:15][CH:14]=3)[CH:10]=[CH:9][C:8]=2[O:2][CH2:3][CH2:4]1)=[O:29])[CH3:39]. (5) Given the reactants [C:1]12[N:15]=[C:11]([CH:12]=[CH:13][CH:14]=1)[CH2:10][NH:9][CH2:8][CH2:7][NH:6][CH2:5][CH2:4][NH:3][CH2:2]2.Br[CH:17]([CH2:23][CH2:24][C:25]([O-:27])=[O:26])[C:18]([O:20][CH2:21][CH3:22])=[O:19].O.[C:29](#N)[CH3:30], predict the reaction product. The product is: [CH2:21]([O:20][C:18](=[O:19])[CH:17]([N:3]1[CH2:4][CH2:5][NH:6][CH2:7][CH2:8][NH:9][CH2:10][C:11]2[N:15]=[C:1]([CH:14]=[CH:13][CH:12]=2)[CH2:2]1)[CH2:23][CH2:24][C:25]([O:27][CH2:29][CH3:30])=[O:26])[CH3:22].